From a dataset of NCI-60 drug combinations with 297,098 pairs across 59 cell lines. Regression. Given two drug SMILES strings and cell line genomic features, predict the synergy score measuring deviation from expected non-interaction effect. (1) Drug 1: CC1=C(C=C(C=C1)C(=O)NC2=CC(=CC(=C2)C(F)(F)F)N3C=C(N=C3)C)NC4=NC=CC(=N4)C5=CN=CC=C5. Drug 2: CC1C(C(CC(O1)OC2CC(CC3=C2C(=C4C(=C3O)C(=O)C5=C(C4=O)C(=CC=C5)OC)O)(C(=O)CO)O)N)O.Cl. Cell line: UO-31. Synergy scores: CSS=23.5, Synergy_ZIP=2.51, Synergy_Bliss=3.30, Synergy_Loewe=-6.41, Synergy_HSA=0.0271. (2) Drug 1: CC1C(C(CC(O1)OC2CC(CC3=C2C(=C4C(=C3O)C(=O)C5=C(C4=O)C(=CC=C5)OC)O)(C(=O)C)O)N)O.Cl. Drug 2: C1C(C(OC1N2C=C(C(=O)NC2=O)F)CO)O. Cell line: HS 578T. Synergy scores: CSS=24.3, Synergy_ZIP=-5.80, Synergy_Bliss=-5.36, Synergy_Loewe=-3.37, Synergy_HSA=-1.58. (3) Drug 1: CC=C1C(=O)NC(C(=O)OC2CC(=O)NC(C(=O)NC(CSSCCC=C2)C(=O)N1)C(C)C)C(C)C. Drug 2: CC1=C(C(=CC=C1)Cl)NC(=O)C2=CN=C(S2)NC3=CC(=NC(=N3)C)N4CCN(CC4)CCO. Cell line: A498. Synergy scores: CSS=42.9, Synergy_ZIP=-2.87, Synergy_Bliss=-2.83, Synergy_Loewe=-9.91, Synergy_HSA=-2.02. (4) Drug 1: CC1=C2C(C(=O)C3(C(CC4C(C3C(C(C2(C)C)(CC1OC(=O)C(C(C5=CC=CC=C5)NC(=O)OC(C)(C)C)O)O)OC(=O)C6=CC=CC=C6)(CO4)OC(=O)C)OC)C)OC. Drug 2: C(=O)(N)NO. Cell line: UO-31. Synergy scores: CSS=44.7, Synergy_ZIP=1.32, Synergy_Bliss=3.17, Synergy_Loewe=-40.8, Synergy_HSA=5.67. (5) Drug 1: CCN(CC)CCNC(=O)C1=C(NC(=C1C)C=C2C3=C(C=CC(=C3)F)NC2=O)C. Drug 2: CC1=C(N=C(N=C1N)C(CC(=O)N)NCC(C(=O)N)N)C(=O)NC(C(C2=CN=CN2)OC3C(C(C(C(O3)CO)O)O)OC4C(C(C(C(O4)CO)O)OC(=O)N)O)C(=O)NC(C)C(C(C)C(=O)NC(C(C)O)C(=O)NCCC5=NC(=CS5)C6=NC(=CS6)C(=O)NCCC[S+](C)C)O. Cell line: NCI-H322M. Synergy scores: CSS=8.15, Synergy_ZIP=-0.0436, Synergy_Bliss=5.40, Synergy_Loewe=5.62, Synergy_HSA=6.00. (6) Drug 1: CC12CCC3C(C1CCC2=O)CC(=C)C4=CC(=O)C=CC34C. Drug 2: C1CN(P(=O)(OC1)NCCCl)CCCl. Cell line: HOP-92. Synergy scores: CSS=26.6, Synergy_ZIP=2.65, Synergy_Bliss=3.64, Synergy_Loewe=-14.6, Synergy_HSA=2.28. (7) Drug 1: CC1=C2C(C(=O)C3(C(CC4C(C3C(C(C2(C)C)(CC1OC(=O)C(C(C5=CC=CC=C5)NC(=O)C6=CC=CC=C6)O)O)OC(=O)C7=CC=CC=C7)(CO4)OC(=O)C)O)C)OC(=O)C. Drug 2: CS(=O)(=O)CCNCC1=CC=C(O1)C2=CC3=C(C=C2)N=CN=C3NC4=CC(=C(C=C4)OCC5=CC(=CC=C5)F)Cl. Cell line: PC-3. Synergy scores: CSS=30.8, Synergy_ZIP=9.44, Synergy_Bliss=12.1, Synergy_Loewe=3.56, Synergy_HSA=12.6.